This data is from Forward reaction prediction with 1.9M reactions from USPTO patents (1976-2016). The task is: Predict the product of the given reaction. (1) Given the reactants COC(C)(C)C.I[CH2:8][O:9][C:10](=[O:16])[CH:11]([CH2:14][CH3:15])[CH2:12][CH3:13].[CH3:17][C@@H:18]([OH:37])[C@H:19]1[C:22](=[O:23])[N:21]2[C:24]([C:34]([OH:36])=[O:35])=[C:25]([S:27][C@@H:28]3[CH2:32][S+:31]([O-:33])[CH2:30][CH2:29]3)[S:26][C@H:20]12.C(N(CC)C(C)C)(C)C, predict the reaction product. The product is: [OH:37][C@@H:18]([C@H:19]1[C:22](=[O:23])[N:21]2[C@@H:20]1[S:26][C:25]([S:27][C@H:28]1[CH2:29][CH2:30][S@@:31](=[O:33])[CH2:32]1)=[C:24]2[C:34]([O:36][CH2:8][O:9][C:10](=[O:16])[CH:11]([CH2:14][CH3:15])[CH2:12][CH3:13])=[O:35])[CH3:17]. (2) Given the reactants [NH2:1][C:2]1[N:6]([CH3:7])[C:5](=[O:8])[C:4]([C:16]2[CH:21]=[CH:20][C:19]([F:22])=[C:18](Br)[CH:17]=2)([C:9]2[CH:14]=[CH:13][C:12]([OH:15])=[CH:11][CH:10]=2)[N:3]=1.Br[C:25]1[CH:30]=[C:29]([Cl:31])[CH:28]=[CH:27][N:26]=1, predict the reaction product. The product is: [NH2:1][C:2]1[N:6]([CH3:7])[C:5](=[O:8])[C:4]([C:16]2[CH:21]=[CH:20][C:19]([F:22])=[C:18]([C:25]3[CH:30]=[C:29]([Cl:31])[CH:28]=[CH:27][N:26]=3)[CH:17]=2)([C:9]2[CH:14]=[CH:13][C:12]([OH:15])=[CH:11][CH:10]=2)[N:3]=1. (3) Given the reactants C(OC([N:8]1[CH2:13][CH2:12][CH:11]([O:14][CH2:15][C:16]2[O:20][N:19]=[C:18]([C:21]3[CH:22]=[N:23][C:24]([O:27][CH3:28])=[N:25][CH:26]=3)[N:17]=2)[CH2:10][CH2:9]1)=O)(C)(C)C.[ClH:29], predict the reaction product. The product is: [ClH:29].[CH3:28][O:27][C:24]1[N:25]=[CH:26][C:21]([C:18]2[N:17]=[C:16]([CH2:15][O:14][CH:11]3[CH2:12][CH2:13][NH:8][CH2:9][CH2:10]3)[O:20][N:19]=2)=[CH:22][N:23]=1. (4) Given the reactants [F:1][C:2]1[CH:7]=[CH:6][C:5]([C:8]2[O:9][CH:10]=[N:11][N:12]=2)=[CH:4][CH:3]=1.[Li+].CC([N-]C(C)C)C.[C:21]([C:24]1[CH:29]=[CH:28][N:27]=[CH:26][CH:25]=1)(=[O:23])[CH3:22], predict the reaction product. The product is: [F:1][C:2]1[CH:3]=[CH:4][C:5]([C:8]2[O:9][C:10]([C:21]([C:24]3[CH:29]=[CH:28][N:27]=[CH:26][CH:25]=3)([OH:23])[CH3:22])=[N:11][N:12]=2)=[CH:6][CH:7]=1.